From a dataset of Reaction yield outcomes from USPTO patents with 853,638 reactions. Predict the reaction yield, written as a fraction of the theoretical maximum amount of product (1.0 means a 100% yield; for example, 0.34 means a 34% yield). (1) The reactants are C(N(C(C)C)C(C)C)C.[F:10][C:11]1[CH:12]=[C:13]([C:19]2[N:24]=[C:23](O)[C:22]([CH2:26][C:27]([O:29][CH3:30])=[O:28])=[C:21]([CH3:31])[N:20]=2)[CH:14]=[CH:15][C:16]=1[O:17][CH3:18].O(Cl)[Cl:33].[P]. No catalyst specified. The product is [Cl:33][C:23]1[C:22]([CH2:26][C:27]([O:29][CH3:30])=[O:28])=[C:21]([CH3:31])[N:20]=[C:19]([C:13]2[CH:14]=[CH:15][C:16]([O:17][CH3:18])=[C:11]([F:10])[CH:12]=2)[N:24]=1. The yield is 0.720. (2) The catalyst is C(O)(=O)C. The reactants are Cl[C:2]1[C:11]2[C:6](=[CH:7][CH:8]=[CH:9][CH:10]=2)[CH:5]=[C:4]([Cl:12])[N:3]=1.I.[OH-].[Na+]. The product is [Cl:12][C:4]1[N:3]=[CH:2][C:11]2[C:6]([CH:5]=1)=[CH:7][CH:8]=[CH:9][CH:10]=2. The yield is 0.240. (3) The reactants are [C:1]([O:5][C:6]([N:8]1[CH2:13][CH2:12][C:11](=[C:14]([C:20]2[CH:25]=[CH:24][CH:23]=[CH:22][CH:21]=2)[C:15]#[C:16][C:17](=O)[CH3:18])[CH2:10][CH2:9]1)=[O:7])([CH3:4])([CH3:3])[CH3:2].O.[NH2:27][NH2:28]. The catalyst is CCO. The product is [C:1]([O:5][C:6]([N:8]1[CH2:13][CH2:12][C:11](=[C:14]([C:20]2[CH:25]=[CH:24][CH:23]=[CH:22][CH:21]=2)[C:15]2[NH:28][N:27]=[C:17]([CH3:18])[CH:16]=2)[CH2:10][CH2:9]1)=[O:7])([CH3:4])([CH3:3])[CH3:2]. The yield is 0.400.